This data is from Experimentally validated miRNA-target interactions with 360,000+ pairs, plus equal number of negative samples. The task is: Binary Classification. Given a miRNA mature sequence and a target amino acid sequence, predict their likelihood of interaction. (1) The miRNA is mmu-miR-763 with sequence CCAGCUGGGAAGAACCAGUGGC. The protein sequence of the target gene is MEAHNVSAPFNFSLPPGFGHRATDTALSVILVVMLLLIMLSLGCTMEFSKIKAHFWKPKGVIIAIVAQYGIMPLSAFLLGKVFHLTSIEALAILICGCSPGGNLSNLFTLAMKGDMNLSIVMTTCSSFTALGMMPLLLYIYSKGIYDGDLKDKVPYKGIMLSLVMVLIPCAIGIFLKSKRPHYVPYVLKAGMIITFSLSVAVTVLSVINVGNSIMFVMTPHLLATSSLMPFTGFLMGYILSALFRLNPSCRRTISMETGFQNVQLCSTILNVTFPPEVIGPLFFFPLLYMIFQLAEGLLF.... Result: 1 (interaction). (2) The miRNA is rno-miR-200b-3p with sequence UAAUACUGCCUGGUAAUGAUGAC. The protein sequence of the target gene is MESLRGYTHSDIGYRSLAVGEDIEEVNDEKLTVTSLMARGGEDEENTRSKPEYGTEAENNVGTEGSVPSDDQDREGGGGHEPEQQQEEPPLTKPEQQQEEPPLLELKQEQEEPPQTTVEGPQPAEGPQTAEGPQPPERKRRRRTAFTQFQLQELENFFDESQYPDVVARERLAARLNLTEDRVQVWFQNRRAKWKRNQRVLMLRNTATADLAHPLDMFLGGAYYAAPALDPALCVHLVPQLPRPPVLPVPPMPPRPPMVPMPPRPPIAPMPPMAPVPPGSRMAPVPPGPRMAPVPPWPPM.... Result: 0 (no interaction). (3) The miRNA is hsa-miR-4514 with sequence ACAGGCAGGAUUGGGGAA. The protein sequence of the target gene is MTEVQAMVEFSVELNKFYNVDLFQRGFYQIRASMKIPARIPHRVEASLLHATGMTLAFPASVHDALVCSKTFQILYKNEEVVLNDVMIFKVKMLLDERKIEETLEEISFLLSLGLHFTDGDYSADDLNALQLISSRTLKLHYSICRGLHHHANVMFDYFHLSVVSVTVHASLVALHQPLISFPRPVKTTWLNRNAPAQSKDSAIPTLESVVFGINYTKQLSPDGCSFLIAESFLHHAYHFHYTLCATLLLAFKGLHSYFITVTEEIPSCQKLDLEEMDVEARLTELCEEVKKVENPDELA.... Result: 0 (no interaction). (4) The miRNA is hsa-miR-888-3p with sequence GACUGACACCUCUUUGGGUGAA. The protein sequence of the target gene is MVELMFPLLLLLLPFLLYMAAPQIRKMLSSGVCTSTVQLPGKVVVVTGANTGIGKETAKELAQRGARVYLACRDVEKGELVAKEIQTTTGNQQVLVRKLDLSDTKSIRAFAKGFLAEEKHLHVLINNAGVMMCPYSKTADGFEMHIGVNHLGHFLLTHLLLEKLKESAPSRIVNVSSLAHHLGRIHFHNLQGEKFYNAGLAYCHSKLANILFTQELARRLKGSGVTTYSVHPGTVQSELVRHSSFMRWMWWLFSFFIKTPQQGAQTSLHCALTEGLEILSGNHFSDCHVAWVSAQARNET.... Result: 1 (interaction). (5) The miRNA is hsa-miR-99a-5p with sequence AACCCGUAGAUCCGAUCUUGUG. The protein sequence of the target gene is MSNLSKGTGSRKDTKMRIRAFPMTMDEKYVNSIWDLLKNAIQEIQRKNNSGLSFEELYRNAYTMVLHKHGEKLYTGLREVVTEHLINKVREDVLNSLNNNFLQTLNQAWNDHQTAMVMIRDILMYMDRVYVQQNNVENVYNLGLIIFRDQVVRYGCIRDHLRQTLLDMIARERKGEVVDRGAIRNACQMLMILGLEGRSVYEEDFEAPFLEMSAEFFQMESQKFLAENSASVYIKKVEARINEEIERVMHCLDKSTEEPIVKVVERELISKHMKTIVEMENSGLVHMLKNGKTEDLGCMY.... Result: 1 (interaction). (6) The miRNA is hsa-miR-877-5p with sequence GUAGAGGAGAUGGCGCAGGG. The protein sequence of the target gene is MTVMSLSRDLKDDFHSDTVLSILNEQRIRGILCDVTIIVEDTKFKAHSNVLAASSLYFKNIFWSHTICISSHVLELDDLKAEVFTEILNYIYSSTVVVKRQETVTDLAAAGKKLGISFLEDLTDRNFSNSPGPYVFCITEKGVVKEEKNEKRHEEPAITNGPRITNAFSIIETENSNNMFSPLDLRASFKKVSDSMRTASLCLERTDVCHEAEPVRTLAEHSYAVSSVAEAYRSQPVREHDGSSPGNTGKENCEALAAKPKTCRKPKTFSIPQDSDSATENIPPPPVSNLEVNQERSPQP.... Result: 1 (interaction). (7) The miRNA is hsa-miR-583 with sequence CAAAGAGGAAGGUCCCAUUAC. The protein sequence of the target gene is MALKDYALEKEKVKKFLQEFYQDDELGKKQFKYGNQLVRLAHREQVALYVDLDDVAEDDPELVDSICENARRYAKLFADAVQELLPQYKEREVVNKDVLDVYIEHRLMMEQRSRDPGMVRSPQNQYPAELMRRFELYFQGPSSNKPRVIREVRADSVGKLVTVRGIVTRVSEVKPKMVVATYTCDQCGAETYQPIQSPTFMPLIMCPSQECQTNRSGGRLYLQTRGSRFIKFQEMKMQEHSDQVPVGNIPRSITVLVEGENTRIAQPGDHVSVTGIFLPILRTGFRQVVQGLLSETYLEA.... Result: 1 (interaction). (8) The protein sequence of the target gene is MQKTTYYDNSTLFGGYSYQGANGFGYDAPAPAFQNSAHLEGDYQRSACSLQSLGTSAPPQPQHAKTKELNGSCMRPSLPPEHHPPPQVSPPQNTVNVAATNATQQPGGSGGGGGAGSGGTSKSSSKSSSMATNPTLTKQIFPWMKESRQNTKQKNSSPSASSANAESSGGEKSPPGSAASKRARTAYTSAQLVELEKEFHFNRYLCRPRRVEMANLLNLSERQIKIWFQNRRMKYKKDQKSKGIGSSSGGPSPTGSPPLPMQSSAGFMNSMHSMGSYDAPSPPSFNKPHQNAYAMSTAYQ.... The miRNA is dre-miR-10a-5p with sequence UACCCUGUAGAUCCGAAUUUGU. Result: 1 (interaction). (9) The miRNA is mmu-miR-199a-3p with sequence ACAGUAGUCUGCACAUUGGUUA. The protein sequence of the target gene is MASADKNGSNLPSVSGSRLQSRKPPNLSITIPPPESQAPGEQDSMLPERRKNPAYLKSVSLQEPRGRWQEGAEKRPGFRRQASLSQSIRKSTAQWFGVSGDWEGKRQNWHRRSLHHCSVHYGRLKASCQRELELPSQEVPSFQGTESPKPCKMPKIVDPLARGRAFRHPDEVDRPHAAHPPLTPGVLSLTSFTSVRSGYSHLPRRKRISVAHMSFQAAAALLKGRSVLDATGQRCRHVKRSFAYPSFLEEDAVDGADTFDSSFFSKEEMSSMPDDVFESPPLSASYFRGVPHSASPVSPD.... Result: 0 (no interaction). (10) The miRNA is hsa-miR-3945 with sequence AGGGCAUAGGAGAGGGUUGAUAU. The protein sequence of the target gene is MAWDLKVKMLGGNDFLVSVTNSMTVSELKKQIAQKIGVPAFQQRLAHQTAVLQDGLTLSSLGLGPSSTVMLVVQNCSEPLSILVRNERGHSNIYEVFLTQTVDTLKKKVSQREQVHEDQFWLSFEGRPMEDKELLGEYGLKPQCTVIKHLRLRGGGGDQCA. Result: 0 (no interaction).